This data is from Catalyst prediction with 721,799 reactions and 888 catalyst types from USPTO. The task is: Predict which catalyst facilitates the given reaction. Reactant: Br[C:2]1[C:3]([F:9])=[C:4]([CH:6]=[CH:7][CH:8]=1)[NH2:5].[Cl:10][C:11]1[CH:16]=[CH:15][CH:14]=[CH:13][C:12]=1B(O)O.C([O-])([O-])=O.[K+].[K+].O1CCOCC1. Product: [ClH:10].[Cl:10][C:11]1[CH:16]=[CH:15][CH:14]=[CH:13][C:12]=1[C:2]1[CH:8]=[CH:7][CH:6]=[C:4]([NH2:5])[C:3]=1[F:9]. The catalyst class is: 263.